Dataset: Full USPTO retrosynthesis dataset with 1.9M reactions from patents (1976-2016). Task: Predict the reactants needed to synthesize the given product. (1) The reactants are: [CH:1]1([CH2:5][O:6][C:7]2[CH:15]=[CH:14][CH:13]=[C:12]3[C:8]=2[CH:9]=[C:10]([C:16]([OH:18])=O)[NH:11]3)[CH2:4][CH2:3][CH2:2]1.Cl.Cl.Cl.[NH2:22][CH:23]1[CH2:28][CH2:27][N:26]([CH2:29][C@@H:30]([N:32]2[CH2:37][CH2:36][CH:35]([OH:38])[CH2:34][CH2:33]2)[CH3:31])[CH2:25][CH2:24]1. Given the product [OH:38][CH:35]1[CH2:34][CH2:33][N:32]([C@@H:30]([CH3:31])[CH2:29][N:26]2[CH2:25][CH2:24][CH:23]([NH:22][C:16]([C:10]3[NH:11][C:12]4[C:8]([CH:9]=3)=[C:7]([O:6][CH2:5][CH:1]3[CH2:2][CH2:3][CH2:4]3)[CH:15]=[CH:14][CH:13]=4)=[O:18])[CH2:28][CH2:27]2)[CH2:37][CH2:36]1, predict the reactants needed to synthesize it. (2) Given the product [Cl:1][C:2]1[CH:7]=[C:6]([C:8]([C:10]2[N:15]([C:16]3[CH:21]=[CH:20][C:19]([F:22])=[C:18]([O:23][CH3:24])[CH:17]=3)[C:13]([SH:14])=[N:12][CH:11]=2)([CH3:26])[CH3:9])[CH:5]=[CH:4][C:3]=1[S:27]([NH2:30])(=[O:29])=[O:28], predict the reactants needed to synthesize it. The reactants are: [Cl:1][C:2]1[CH:7]=[C:6]([C:8]([CH3:26])([C:10](=O)[CH2:11][NH:12][C:13]([NH:15][C:16]2[CH:21]=[CH:20][C:19]([F:22])=[C:18]([O:23][CH3:24])[CH:17]=2)=[S:14])[CH3:9])[CH:5]=[CH:4][C:3]=1[S:27]([NH2:30])(=[O:29])=[O:28]. (3) Given the product [F:24][C:25]1[CH:26]=[N:27][CH:28]=[CH:29][C:30]=1[C:2]1[CH:3]=[CH:4][C:5]2[NH:11][CH2:10][CH2:9][N:8]=[C:7]([C:12]3[CH:17]=[CH:16][CH:15]=[CH:14][CH:13]=3)[C:6]=2[CH:18]=1, predict the reactants needed to synthesize it. The reactants are: Br[C:2]1[CH:3]=[CH:4][C:5]2[NH:11][CH2:10][CH2:9][N:8]=[C:7]([C:12]3[CH:17]=[CH:16][CH:15]=[CH:14][CH:13]=3)[C:6]=2[CH:18]=1.CN(C)C=O.[F:24][C:25]1[CH:26]=[N:27][CH:28]=[CH:29][C:30]=1B(O)O.C(=O)([O-])[O-].[K+].[K+]. (4) Given the product [Cl:1][C:2]1[C:3]([C:8]2[CH:16]=[CH:15][C:11]([C:12]3[NH:26][C:21]4[CH:20]=[C:19]([C:18]([F:17])([F:27])[F:28])[CH:24]=[CH:23][C:22]=4[N:25]=3)=[CH:10][CH:9]=2)=[N:4][CH:5]=[CH:6][CH:7]=1, predict the reactants needed to synthesize it. The reactants are: [Cl:1][C:2]1[C:3]([C:8]2[CH:16]=[CH:15][C:11]([C:12](O)=O)=[CH:10][CH:9]=2)=[N:4][CH:5]=[CH:6][CH:7]=1.[F:17][C:18]([F:28])([F:27])[C:19]1[CH:20]=[C:21]([NH2:26])[C:22]([NH2:25])=[CH:23][CH:24]=1. (5) Given the product [Br:10]/[CH:11]=[C:12]1\[CH2:20][CH2:19][CH2:18][C@@:17]2([CH3:21])[C@H:13]\1[CH2:14][CH:15]=[C:16]2[C@@H:22]([OH:23])[CH3:1], predict the reactants needed to synthesize it. The reactants are: [CH3:1]OC(C)(C)C.C[Zn]C.[Br:10]/[CH:11]=[C:12]1/[C@H:13]2[C@:17]([CH3:21])([CH2:18][CH2:19][CH2:20]/1)[C:16]([CH:22]=[O:23])=[CH:15][CH2:14]2.